Dataset: Forward reaction prediction with 1.9M reactions from USPTO patents (1976-2016). Task: Predict the product of the given reaction. (1) Given the reactants [C:1]([O:5][C:6]([N:8]1[C:16]2[C:11](=[CH:12][C:13](Br)=[CH:14][CH:15]=2)[C:10]([CH3:18])=[CH:9]1)=[O:7])([CH3:4])([CH3:3])[CH3:2].[CH2:19]([OH:24])[CH2:20][CH2:21][C:22]#[CH:23], predict the reaction product. The product is: [C:1]([O:5][C:6]([N:8]1[C:16]2[C:11](=[CH:12][C:13]([C:23]#[C:22][CH2:21][CH2:20][CH2:19][OH:24])=[CH:14][CH:15]=2)[C:10]([CH3:18])=[CH:9]1)=[O:7])([CH3:4])([CH3:3])[CH3:2]. (2) Given the reactants C1C=CC2N(O)N=NC=2C=1.C(N1CCOCC1)C.C(OC([NH:29][CH:30]([CH2:34][NH:35][S:36]([C:39]1[CH:44]=[CH:43][C:42]([Cl:45])=[CH:41][C:40]=1[Cl:46])(=[O:38])=[O:37])[C:31]([OH:33])=O)=O)C1C=CC=CC=1.[NH2:47][CH:48]([CH2:63][C:64]1[CH:69]=[CH:68][C:67]([Cl:70])=[CH:66][CH:65]=1)[C:49]([N:51]([CH2:55][CH:56]([O:60][CH2:61][CH3:62])[O:57][CH2:58][CH3:59])[CH:52]([CH3:54])[CH3:53])=[O:50], predict the reaction product. The product is: [Cl:70][C:67]1[CH:66]=[CH:65][C:64]([CH2:63][CH:48]([NH:47][C:31](=[O:33])[CH:30]([NH:29][S:36]([CH3:39])(=[O:38])=[O:37])[CH2:34][NH:35][S:36]([C:39]2[CH:44]=[CH:43][C:42]([Cl:45])=[CH:41][C:40]=2[Cl:46])(=[O:37])=[O:38])[C:49](=[O:50])[N:51]([CH2:55][CH:56]([O:60][CH2:61][CH3:62])[O:57][CH2:58][CH3:59])[CH:52]([CH3:54])[CH3:53])=[CH:69][CH:68]=1. (3) The product is: [CH3:21][O:20][C:18](=[O:19])[CH2:17][N:8]1[C:9](=[O:13])[CH2:10][CH2:11][CH2:12][C:6]2[CH:5]=[C:4]([N+:1]([O-:3])=[O:2])[CH:15]=[CH:14][C:7]1=2. Given the reactants [N+:1]([C:4]1[CH:15]=[CH:14][C:7]2[NH:8][C:9](=[O:13])[CH2:10][CH2:11][CH2:12][C:6]=2[CH:5]=1)([O-:3])=[O:2].Br[CH2:17][C:18]([O:20][CH3:21])=[O:19].[H-].[Na+], predict the reaction product. (4) Given the reactants [Cl:1][C:2]1[CH:3]=[C:4]([CH:8]=[C:9]([Cl:11])[N:10]=1)[C:5]([OH:7])=O.C(N(C(C)C)CC)(C)C.CN(C(ON1N=NC2C=CC=NC1=2)=[N+](C)C)C.F[P-](F)(F)(F)(F)F.[NH2:45][C:46]1[CH:47]=[CH:48][C:49]([Cl:71])=[C:50]([C:52]2[C:67](=[O:68])[N:66]([O:69][CH3:70])[C:55]3[N:56]=[C:57]([NH:60][CH2:61][CH2:62][N:63]([CH3:65])[CH3:64])[N:58]=[CH:59][C:54]=3[CH:53]=2)[CH:51]=1, predict the reaction product. The product is: [Cl:11][C:9]1[CH:8]=[C:4]([CH:3]=[C:2]([Cl:1])[N:10]=1)[C:5]([NH:45][C:46]1[CH:47]=[CH:48][C:49]([Cl:71])=[C:50]([C:52]2[C:67](=[O:68])[N:66]([O:69][CH3:70])[C:55]3[N:56]=[C:57]([NH:60][CH2:61][CH2:62][N:63]([CH3:65])[CH3:64])[N:58]=[CH:59][C:54]=3[CH:53]=2)[CH:51]=1)=[O:7]. (5) Given the reactants [C:1]([N:4]1[C:13]2[C:8](=[CH:9][C:10]([C:14]3[CH:19]=[CH:18][C:17]([CH2:20][C:21]([OH:23])=O)=[CH:16][CH:15]=3)=[CH:11][CH:12]=2)[C@H:7]([NH:24][C:25]2[CH:30]=[CH:29][C:28]([C:31]#[N:32])=[CH:27][N:26]=2)[CH2:6][C@@H:5]1[CH3:33])(=[O:3])[CH3:2].[Li].[NH2:35][CH:36]([CH2:39][OH:40])[CH2:37][OH:38].CN(C(ON1N=NC2C=CC=NC1=2)=[N+](C)C)C.F[P-](F)(F)(F)(F)F.CCN(C(C)C)C(C)C, predict the reaction product. The product is: [C:1]([N:4]1[C:13]2[C:8](=[CH:9][C:10]([C:14]3[CH:15]=[CH:16][C:17]([CH2:20][C:21]([NH:35][CH:36]([CH2:39][OH:40])[CH2:37][OH:38])=[O:23])=[CH:18][CH:19]=3)=[CH:11][CH:12]=2)[C@H:7]([NH:24][C:25]2[CH:30]=[CH:29][C:28]([C:31]#[N:32])=[CH:27][N:26]=2)[CH2:6][C@@H:5]1[CH3:33])(=[O:3])[CH3:2].